Dataset: Experimentally validated miRNA-target interactions with 360,000+ pairs, plus equal number of negative samples. Task: Binary Classification. Given a miRNA mature sequence and a target amino acid sequence, predict their likelihood of interaction. (1) The miRNA is mmu-miR-346-3p with sequence AGGCAGGGGCUGGGCCUGCAGC. The protein sequence of the target gene is MADKMVRTPKCSRCRNHGFLVPVKGHAGKCRWKQCLCEKCYLISERQKIMAAQKVLKTQAAEEEQEAALCAQGPKQASGAAAAAPAPVPVPAASLRPLSPGTPSGDADPGPEGRAAACFFEQPPRGRNPGPRALQPVLGGRSHVEPSERAAVAMPSLAGPPFGAEAAGSGYPGPLDLRRPMRTVPGPLFTDFVRPLNINPDRALGPEYPGGSSMHPYCPFPLGYLDAPPGVPLQQGFRHVSRSQYQGGGLVSEPGGDFQPSYYLPPPPPPLPPLPPLPPQPQFLPPGYLSALHFLPPPPP.... Result: 0 (no interaction). (2) The miRNA is hsa-miR-1972 with sequence UCAGGCCAGGCACAGUGGCUCA. The protein sequence of the target gene is MAENSESLGTVPEHERILQEIESTDTACVGPTLRSVYDDQPNAHKKFMEKLDACIRNHDKEIEKMCNFHHQGFVDAITELLKVRTDAEKLKVQVTDTNRRFQDAGKEVIVHTEDIIRCRIQQRNITTVVEKLQLCLPVLEMYSKLKEQMSAKRYYSALKTMEQLENVYFPWVSQYRFCQLMIENLPKLREDIKEISMSDLKDFLESIRKHSDKIGETAMKQAQHQKTFSVSLQKQNKMKFGKNMYINRDRIPEERNETVLKHSLEEEDENEEEILTVQDLVDFSPVYRCLHIYSVLGDEE.... Result: 0 (no interaction). (3) The miRNA is hsa-miR-891a-3p with sequence AGUGGCACAUGUUUGUUGUGAG. The protein sequence of the target gene is MQPLEVGLVPAPAGEPRLTRWLRRGSGILAHLVALGFTIFLTALSRPGTSLFSWHPVFMALAFCLCMAEAILLFSPEHSLFFFCSRKARIRLHWAGQTLAILCAALGLGFIISSRTRSELPHLVSWHSWVGALTLLATAVQALCGLCLLCPRAARVSRVARLKLYHLTCGLVVYLMATVTVLLGMYSVWFQAQIKGAAWYLCLALPVYPALVIMHQISRSYLPRKKMEM. Result: 0 (no interaction). (4) The miRNA is hsa-miR-4292 with sequence CCCCUGGGCCGGCCUUGG. The protein sequence of the target gene is MGTAAAAAAAAAAAAAGEGARSPSPAAVSLGLGVAVVSSLVNGSTFVLQKKGIVRAKRRGTSYLTDIVWWAGTIAMAVGQIGNFLAYTAVPTVLVTPLGALGVPFGSILASYLLKEKLNILGKLGCLLSCAGSVVLIIHSPKSESVTTQAELEEKLTNPVFVGYLCIVLLMLLLLIFWIAPAHGPTNIMVYISICSLLGSFTVPSTKGIGLAAQDILHNNPSSQRALCLCLVLLAVLGCSIIVQFRYINKALECFDSSVFGAIYYVVFTTLVLLASAILFREWSNVGLVDFLGMACGFTT.... Result: 1 (interaction). (5) The miRNA is mmu-miR-340-5p with sequence UUAUAAAGCAAUGAGACUGAUU. The protein sequence of the target gene is MGPVVERPAEPGTSSAAELELLKRRAAERIDEAAERLGALSRAIWSAPELAYEEHRAHGELTRFFECEPPAASWAVQPHFGLPTAFRAEWAPPESAAGPRALQVAFLCEYDALPALGHACGHNLIAEVGVAAALGLRAALESIAAPPPVKVIVLGTPAEEDGGGKIDLIEAGAFENLDVVFMAHPSQENAAYLPDVAEHDVTVKYYGKASHAAAYPWEGVNALDAAVLAYTNLSVLRQQMKPTWRVHGIIKNGGVKPNIIPSYSELVYYFRAPSMKELQVLTKKAEDCFRAAALATGCTV.... Result: 1 (interaction).